Dataset: Forward reaction prediction with 1.9M reactions from USPTO patents (1976-2016). Task: Predict the product of the given reaction. (1) The product is: [NH2:1][C:2]1[N:3]([C:17]2[CH:22]=[CH:21][CH:20]=[CH:19][CH:18]=2)[N:4]=[C:5]2[C:14]3[CH:13]=[CH:12][C:11]([NH:15][S:26]([CH2:25][CH2:24][N:43]4[CH2:44][CH2:45][N:40]([CH3:39])[CH2:41][CH2:42]4)(=[O:28])=[O:27])=[CH:10][C:9]=3[NH:8][C:7](=[O:16])[C:6]=12. Given the reactants [NH2:1][C:2]1[N:3]([C:17]2[CH:22]=[CH:21][CH:20]=[CH:19][CH:18]=2)[N:4]=[C:5]2[C:14]3[CH:13]=[CH:12][C:11]([NH2:15])=[CH:10][C:9]=3[NH:8][C:7](=[O:16])[C:6]=12.Cl[CH2:24][CH2:25][S:26](Cl)(=[O:28])=[O:27].C(N(C(C)C)CC)(C)C.[CH3:39][N:40]1[CH2:45][CH2:44][NH:43][CH2:42][CH2:41]1, predict the reaction product. (2) Given the reactants [C:1]1([N:7]([CH2:31][CH2:32][C:33]([O:35][CH2:36][CH3:37])=[O:34])[C:8]([C:10]2[CH:30]=[CH:29][C:13]3[N:14]([CH3:28])[C:15]([CH2:17][NH:18][C:19]4[CH:24]=[CH:23][C:22]([C:25]#[N:26])=[CH:21][C:20]=4[Cl:27])=[N:16][C:12]=3[CH:11]=2)=[O:9])[CH:6]=[CH:5][CH:4]=[CH:3][CH:2]=1.Cl.C(=O)([O-])[O-].[NH4+:43].[NH4+], predict the reaction product. The product is: [ClH:27].[C:1]1([N:7]([CH2:31][CH2:32][C:33]([O:35][CH2:36][CH3:37])=[O:34])[C:8]([C:10]2[CH:30]=[CH:29][C:13]3[N:14]([CH3:28])[C:15]([CH2:17][NH:18][C:19]4[CH:24]=[CH:23][C:22]([C:25](=[NH:43])[NH2:26])=[CH:21][C:20]=4[Cl:27])=[N:16][C:12]=3[CH:11]=2)=[O:9])[CH:2]=[CH:3][CH:4]=[CH:5][CH:6]=1. (3) Given the reactants P([C:9]#[N:10])(=O)(OCC)OCC.CN(C=O)C.[CH3:16][N:17]1[C:26]2[C:21](=[CH:22][C:23]([O:27][CH2:28][CH2:29][CH2:30][CH2:31][CH2:32][N:33]([CH2:42][C:43]3[CH:51]=[CH:50][C:46]([C:47]([OH:49])=O)=[CH:45][CH:44]=3)[CH2:34][CH2:35][C:36]3[CH:37]=[N:38][CH:39]=[CH:40][CH:41]=3)=[CH:24][CH:25]=2)[CH:20]=[CH:19][C:18]1=[O:52].[ClH:53].CN, predict the reaction product. The product is: [ClH:53].[ClH:53].[CH3:9][NH:10][C:47](=[O:49])[C:46]1[CH:50]=[CH:51][C:43]([CH2:42][N:33]([CH2:32][CH2:31][CH2:30][CH2:29][CH2:28][O:27][C:23]2[CH:22]=[C:21]3[C:26](=[CH:25][CH:24]=2)[N:17]([CH3:16])[C:18](=[O:52])[CH:19]=[CH:20]3)[CH2:34][CH2:35][C:36]2[CH:37]=[N:38][CH:39]=[CH:40][CH:41]=2)=[CH:44][CH:45]=1. (4) Given the reactants [O:1]=[S:2]1(=[O:28])[CH2:7][CH2:6][N:5]2[CH:8]=[CH:9][CH:10]=[C:11]([C:12]3[CH:13]=[C:14]4[C:18](=[CH:19][CH:20]=3)[N:17](C(OC(C)(C)C)=O)[CH:16]=[CH:15]4)[C:4]2=[N:3]1.[OH-].[Na+].CO, predict the reaction product. The product is: [NH:17]1[C:18]2[C:14](=[CH:13][C:12]([C:11]3[C:4]4=[N:3][S:2](=[O:28])(=[O:1])[CH2:7][CH2:6][N:5]4[CH:8]=[CH:9][CH:10]=3)=[CH:20][CH:19]=2)[CH:15]=[CH:16]1. (5) Given the reactants [O:1]=[O+][O-].C[O:5][C:6]([C:8]1[C:13]([CH:14]=C)=[C:12]([NH2:16])[CH:11]=[C:10]([Cl:17])[N:9]=1)=[O:7].CSC, predict the reaction product. The product is: [NH2:16][C:12]1[CH:11]=[C:10]([Cl:17])[N:9]=[C:8]([C:6]([OH:5])=[O:7])[C:13]=1[CH:14]=[O:1]. (6) Given the reactants [NH2:1][CH2:2][C:3]([NH:5][S:6]([C:9]1[CH:14]=[CH:13][C:12]([C:15]2[C:16]([C:21]3[CH:26]=[CH:25][CH:24]=[CH:23][CH:22]=3)=[N:17][O:18][C:19]=2[CH3:20])=[CH:11][CH:10]=1)(=[O:8])=[O:7])=[O:4].C(N(CC)CC)C.[C:34](OC(=O)C)(=[O:36])[CH3:35], predict the reaction product. The product is: [C:34]([NH:1][CH2:2][C:3]([NH:5][S:6]([C:9]1[CH:10]=[CH:11][C:12]([C:15]2[C:16]([C:21]3[CH:26]=[CH:25][CH:24]=[CH:23][CH:22]=3)=[N:17][O:18][C:19]=2[CH3:20])=[CH:13][CH:14]=1)(=[O:8])=[O:7])=[O:4])(=[O:36])[CH3:35].